Dataset: Full USPTO retrosynthesis dataset with 1.9M reactions from patents (1976-2016). Task: Predict the reactants needed to synthesize the given product. (1) Given the product [CH3:38][C:39]1[CH:48]=[C:47]([CH3:49])[C:46]([C:19]2[NH:23][C:22]([CH:24]3[CH2:28][CH2:27][CH2:26][O:25]3)=[N:21][C:20]=2[CH3:29])=[CH:45][C:40]=1[C:41]([OH:43])=[O:42], predict the reactants needed to synthesize it. The reactants are: CC1NC(C2C=C(C=CC=2C)C(O)=O)=C(C)N=1.I[C:19]1[NH:23][C:22]([CH:24]2[CH2:28][CH2:27][CH2:26][O:25]2)=[N:21][C:20]=1[CH3:29].IC1NC(C)=NC=1C.[CH3:38][C:39]1[CH:48]=[C:47]([CH3:49])[C:46](B2OC(C)(C)C(C)(C)O2)=[CH:45][C:40]=1[C:41]([O:43]C)=[O:42].CC1C=CC(C(OC)=O)=CC=1B1OC(C)(C)C(C)(C)O1. (2) The reactants are: I[C:2]1[C:10]2[S:9][C:8]([NH:11][C:12]([C:14]3[S:15][C:16]([CH3:19])=[CH:17][CH:18]=3)=[O:13])=[N:7][C:6]=2[C:5]([O:20][CH3:21])=[CH:4][CH:3]=1.[CH3:22][N:23]([CH3:33])[C:24]1[CH:25]=[C:26](B(O)O)[CH:27]=[CH:28][CH:29]=1. Given the product [CH3:22][N:23]([CH3:33])[C:24]1[CH:29]=[C:28]([C:2]2[C:10]3[S:9][C:8]([NH:11][C:12]([C:14]4[S:15][C:16]([CH3:19])=[CH:17][CH:18]=4)=[O:13])=[N:7][C:6]=3[C:5]([O:20][CH3:21])=[CH:4][CH:3]=2)[CH:27]=[CH:26][CH:25]=1, predict the reactants needed to synthesize it. (3) The reactants are: C[O:2][C:3]([C:5]1[CH:13]=[C:12]2[C:8]([CH2:9][CH2:10][N:11]2[C:14](=[O:30])[CH2:15][N:16]2[CH2:21][CH2:20][N:19]([C:22]([O:24][C:25]([CH3:28])([CH3:27])[CH3:26])=[O:23])[C@H:18]([CH3:29])[CH2:17]2)=[CH:7][CH:6]=1)=[O:4].[OH-].[Na+].Cl. Given the product [C:25]([O:24][C:22]([N:19]1[CH2:20][CH2:21][N:16]([CH2:15][C:14]([N:11]2[C:12]3[C:8](=[CH:7][CH:6]=[C:5]([C:3]([OH:4])=[O:2])[CH:13]=3)[CH2:9][CH2:10]2)=[O:30])[CH2:17][C@H:18]1[CH3:29])=[O:23])([CH3:28])([CH3:26])[CH3:27], predict the reactants needed to synthesize it. (4) Given the product [F:18][C:19]1[CH:24]=[C:23]([C:2]2[C:3]3[C:4]4[CH:17]=[CH:16][S:15][C:5]=4[C:6](=[O:14])[NH:7][C:8]=3[CH:9]=[CH:10][C:11]=2[O:12][CH3:13])[CH:22]=[CH:21][C:20]=1[CH2:34][C:35]#[N:36], predict the reactants needed to synthesize it. The reactants are: Br[C:2]1[C:3]2[C:4]3[CH:17]=[CH:16][S:15][C:5]=3[C:6](=[O:14])[NH:7][C:8]=2[CH:9]=[CH:10][C:11]=1[O:12][CH3:13].[F:18][C:19]1[CH:24]=[C:23](B2OC(C)(C)C(C)(C)O2)[CH:22]=[CH:21][C:20]=1[CH2:34][C:35]#[N:36]. (5) Given the product [Cl:1][C:2]1[CH:3]=[CH:4][C:5]([NH:8][C:9](=[O:31])[C:10]2[CH:15]=[CH:14][CH:13]=[CH:12][C:11]=2[NH:16][CH2:17][CH:18]2[CH2:19][CH2:20][NH:21][CH2:22][CH2:23]2)=[N:6][CH:7]=1, predict the reactants needed to synthesize it. The reactants are: [Cl:1][C:2]1[CH:3]=[CH:4][C:5]([NH:8][C:9](=[O:31])[C:10]2[CH:15]=[CH:14][CH:13]=[CH:12][C:11]=2[N:16]=[CH:17][CH:18]2[CH2:23][CH2:22][N:21](C(OC(C)(C)C)=O)[CH2:20][CH2:19]2)=[N:6][CH:7]=1.[B-][N+](C)(C)C. (6) Given the product [Br:50][C:51]1[CH:59]=[CH:58][C:54]([C:55]([N:36]2[CH2:35][CH2:34][C:33]([CH2:39][N:40]3[C:45](=[O:46])[C:44]4=[CH:47][CH:48]=[CH:49][N:43]4[N:42]=[CH:41]3)([OH:32])[CH2:38][CH2:37]2)=[O:56])=[C:53]([Cl:60])[CH:52]=1, predict the reactants needed to synthesize it. The reactants are: CN(C(ON1N=NC2C=CC=CC1=2)=[N+](C)C)C.F[P-](F)(F)(F)(F)F.FC(F)(F)C(O)=O.[OH:32][C:33]1([CH2:39][N:40]2[C:45](=[O:46])[C:44]3=[CH:47][CH:48]=[CH:49][N:43]3[N:42]=[CH:41]2)[CH2:38][CH2:37][NH:36][CH2:35][CH2:34]1.[Br:50][C:51]1[CH:59]=[CH:58][C:54]([C:55](O)=[O:56])=[C:53]([Cl:60])[CH:52]=1.CCN(C(C)C)C(C)C. (7) Given the product [CH2:14]([O:16][C:17](=[O:27])[CH2:18][C@@H:19]([NH:26][C:6]1[CH:5]=[C:4]([CH3:12])[N:3]=[C:2]([Cl:1])[C:7]=1[N+:8]([O-:10])=[O:9])[C:20]1[CH:21]=[CH:22][CH:23]=[CH:24][CH:25]=1)[CH3:15], predict the reactants needed to synthesize it. The reactants are: [Cl:1][C:2]1[C:7]([N+:8]([O-:10])=[O:9])=[C:6](Cl)[CH:5]=[C:4]([CH3:12])[N:3]=1.Cl.[CH2:14]([O:16][C:17](=[O:27])[CH2:18][C@@H:19]([NH2:26])[C:20]1[CH:25]=[CH:24][CH:23]=[CH:22][CH:21]=1)[CH3:15].CCN(C(C)C)C(C)C. (8) Given the product [OH:2][C@@H:3]([C:18]1[CH:23]=[CH:22][CH:21]=[CH:20][CH:19]=1)[C@@H:4]([C:8]1[CH:17]=[CH:16][C:15]2[C:10](=[CH:11][CH:12]=[CH:13][CH:14]=2)[CH:9]=1)[CH2:5][NH:6][CH3:7], predict the reactants needed to synthesize it. The reactants are: Cl.[OH:2][C@@H:3]([C:18]1[CH:23]=[CH:22][CH:21]=[CH:20][CH:19]=1)[C@@H:4]([C:8]1[CH:17]=[CH:16][C:15]2[C:10](=[CH:11][CH:12]=[CH:13][CH:14]=2)[CH:9]=1)[CH2:5][NH:6][CH3:7].C(N(S(F)(F)F)CC)C.